Predict which catalyst facilitates the given reaction. From a dataset of Catalyst prediction with 721,799 reactions and 888 catalyst types from USPTO. (1) Reactant: [Na].C(O[C:5](=[O:9])[CH2:6][O:7][CH3:8])C.[CH3:10][C:11]([CH3:13])=[O:12].COC(C)(C)C. Product: [CH3:8][O:7][CH2:6][C:5](=[O:9])[CH2:10][C:11](=[O:12])[CH3:13]. The catalyst class is: 11. (2) Reactant: C([C:6]1[NH:7][C:8]2[C:13]([CH:14]=1)=[CH:12][CH:11]=[CH:10][CH:9]=2)(=O)/C=C\C([C:6]1[NH:7][C:8]2[C:13]([CH:14]=1)=[CH:12][CH:11]=[CH:10][CH:9]=2)=O. Product: [NH:7]1[C:8]2[C:13](=[CH:12][CH:11]=[CH:10][CH:9]=2)[CH:14]=[CH:6]1. The catalyst class is: 500. (3) Reactant: [NH2:1][C:2]1[N:10]=[CH:9][N:8]=[C:7]2[C:3]=1[N:4]=[CH:5][N:6]2[C@H:11]1[C@H:18]2[C@H:14]([O:15][C:16]([CH3:20])([CH3:19])[O:17]2)[C@@H:13]([CH2:21][NH:22][CH2:23][CH2:24][C@H:25]([NH:33][C:34](=[O:43])[O:35][CH2:36][C:37]2[CH:42]=[CH:41][CH:40]=[CH:39][CH:38]=2)[C:26]([O:28][C:29]([CH3:32])([CH3:31])[CH3:30])=[O:27])[O:12]1.[N+:44]([C:47]1[CH:52]=[CH:51][CH:50]=[CH:49][C:48]=1/[CH:53]=[CH:54]/[CH:55]=O)([O-:46])=[O:45].C(O[BH-](OC(=O)C)OC(=O)C)(=O)C.[Na+]. Product: [C:29]([O:28][C:26]([C@@H:25]([NH:33][C:34](=[O:43])[O:35][CH2:36][C:37]1[CH:38]=[CH:39][CH:40]=[CH:41][CH:42]=1)[CH2:24][CH2:23][N:22]([CH2:55][CH:54]=[CH:53][C:48]1[CH:49]=[CH:50][CH:51]=[CH:52][C:47]=1[N+:44]([O-:46])=[O:45])[CH2:21][C@@H:13]1[C@H:14]2[O:15][C:16]([CH3:20])([CH3:19])[O:17][C@H:18]2[C@H:11]([N:6]2[CH:5]=[N:4][C:3]3[C:7]2=[N:8][CH:9]=[N:10][C:2]=3[NH2:1])[O:12]1)=[O:27])([CH3:32])([CH3:31])[CH3:30]. The catalyst class is: 68. (4) Reactant: [Br:1][C:2]1[CH:3]=[C:4]2[C:9](=[CH:10][CH:11]=1)[C:8](Cl)=[N:7][N:6]=[CH:5]2.[CH3:13][N:14]1[CH2:19][CH2:18][NH:17][CH2:16][CH2:15]1.C(=O)([O-])[O-].[K+].[K+]. Product: [Br:1][C:2]1[CH:3]=[C:4]2[C:9](=[CH:10][CH:11]=1)[C:8]([N:17]1[CH2:18][CH2:19][N:14]([CH3:13])[CH2:15][CH2:16]1)=[N:7][N:6]=[CH:5]2. The catalyst class is: 10. (5) Reactant: [F:1][CH2:2][C:3](=[CH2:14])[C:4]([O:6][CH2:7][C:8]1[CH:13]=[CH:12][CH:11]=[CH:10][CH:9]=1)=[O:5].[CH2:15]=[C:16]([O:19][Si:20]([CH3:23])([CH3:22])[CH3:21])[CH:17]=[CH2:18]. Product: [F:1][CH2:2][C:3]1([C:4]([O:6][CH2:7][C:8]2[CH:13]=[CH:12][CH:11]=[CH:10][CH:9]=2)=[O:5])[CH2:18][CH2:17][C:16]([O:19][Si:20]([CH3:23])([CH3:22])[CH3:21])=[CH:15][CH2:14]1. The catalyst class is: 11. (6) Reactant: C([C:3]1[C:8]([C:9]([OH:11])=[O:10])=[C:7]([Cl:12])[CH:6]=[CH:5][C:4]=1[C:13]1[CH:18]=[CH:17][C:16]([F:19])=[CH:15][CH:14]=1)C.O.[OH-].[Na+].Cl. Product: [Cl:12][C:7]1[CH:6]=[CH:5][C:4]([C:13]2[CH:14]=[CH:15][C:16]([F:19])=[CH:17][CH:18]=2)=[CH:3][C:8]=1[C:9]([OH:11])=[O:10]. The catalyst class is: 8. (7) Reactant: Cl[C:2]1[CH:7]=[CH:6][N:5]=[C:4]([C:8]([NH2:10])=[O:9])[CH:3]=1.[OH:11][C:12]1[CH:13]=[CH:14][C:15]([NH:18][C:19]([C:21]2[C:25](=[O:26])[N:24]([C:27]3[CH:32]=[CH:31][CH:30]=[CH:29][CH:28]=3)[N:23]3[CH2:33][CH2:34][CH2:35][C:22]=23)=[O:20])=[N:16][CH:17]=1.CC([O-])(C)C.[K+]. Product: [C:8]([C:4]1[CH:3]=[C:2]([O:11][C:12]2[CH:13]=[CH:14][C:15]([NH:18][C:19]([C:21]3[C:25](=[O:26])[N:24]([C:27]4[CH:28]=[CH:29][CH:30]=[CH:31][CH:32]=4)[N:23]4[CH2:33][CH2:34][CH2:35][C:22]=34)=[O:20])=[N:16][CH:17]=2)[CH:7]=[CH:6][N:5]=1)(=[O:9])[NH2:10]. The catalyst class is: 18. (8) Reactant: [NH:1]1[CH2:6][CH2:5][CH2:4][CH2:3][CH2:2]1.CN(C)C=O.F[C:13]1[CH:18]=[CH:17][C:16]([F:19])=[CH:15][C:14]=1[N+:20]([O-:22])=[O:21]. Product: [F:19][C:16]1[CH:17]=[CH:18][C:13]([N:1]2[CH2:6][CH2:5][CH2:4][CH2:3][CH2:2]2)=[C:14]([N+:20]([O-:22])=[O:21])[CH:15]=1. The catalyst class is: 6. (9) Reactant: [CH3:1][C:2]1[N:3]=[CH:4][CH:5]=[C:6]2[C:11]=1[C:10](=[O:12])[N:9]([CH3:13])[C:8]1[CH:14]=[C:15]([O:18][CH2:19][C@H:20]([NH:25][C:26](=[O:32])[O:27][C:28]([CH3:31])([CH3:30])[CH3:29])[CH2:21][CH:22]([CH3:24])[CH3:23])[CH:16]=[CH:17][C:7]2=1.C1C(=O)N([Cl:40])C(=O)C1. Product: [Cl:40][C:16]1[C:15]([O:18][CH2:19][C@H:20]([NH:25][C:26](=[O:32])[O:27][C:28]([CH3:30])([CH3:29])[CH3:31])[CH2:21][CH:22]([CH3:24])[CH3:23])=[CH:14][C:8]2[N:9]([CH3:13])[C:10](=[O:12])[C:11]3[C:6]([C:7]=2[CH:17]=1)=[CH:5][CH:4]=[N:3][C:2]=3[CH3:1]. The catalyst class is: 10. (10) Reactant: [CH3:1][S:2]([NH:5][CH2:6][C:7]1[CH:8]=[C:9]([CH:14]=[CH:15][C:16]=1[O:17][CH2:18][CH2:19][N:20]1[CH2:25][CH2:24][O:23][CH2:22][CH2:21]1)[C:10]([O:12]C)=[O:11])(=[O:4])=[O:3].[ClH:26]. The catalyst class is: 12. Product: [ClH:26].[CH3:1][S:2]([NH:5][CH2:6][C:7]1[CH:8]=[C:9]([CH:14]=[CH:15][C:16]=1[O:17][CH2:18][CH2:19][N:20]1[CH2:21][CH2:22][O:23][CH2:24][CH2:25]1)[C:10]([OH:12])=[O:11])(=[O:3])=[O:4].